From a dataset of Full USPTO retrosynthesis dataset with 1.9M reactions from patents (1976-2016). Predict the reactants needed to synthesize the given product. (1) The reactants are: [CH3:1][O:2][C:3]1[CH:8]=[CH:7][C:6]([CH2:9][C:10](Cl)=[O:11])=[CH:5][CH:4]=1.[CH3:13][NH2:14]. Given the product [CH3:1][O:2][C:3]1[CH:8]=[CH:7][C:6]([CH2:9][C:10]([NH:14][CH3:13])=[O:11])=[CH:5][CH:4]=1, predict the reactants needed to synthesize it. (2) Given the product [C:13]([O:16][C:7]1[C:8]([CH3:11])=[CH:9][CH:10]=[C:5]([NH:4][C:1](=[O:3])[CH3:2])[N:6]=1)(=[O:15])[CH3:14], predict the reactants needed to synthesize it. The reactants are: [C:1]([NH:4][C:5]1[CH:10]=[CH:9][C:8]([CH3:11])=[CH:7][N+:6]=1[O-])(=[O:3])[CH3:2].[C:13]([O:16]C(=O)C)(=[O:15])[CH3:14]. (3) The reactants are: [Cl:1][C:2]1[C:7]([NH:8][S:9]([CH2:12][Cl:13])(=[O:11])=[O:10])=[CH:6][C:5]([NH:14][C:15]([N:17]2[CH2:21][C@@H:20]([F:22])[CH2:19][C@@H:18]2[C:23](O)=[O:24])=[O:16])=[C:4]([F:26])[CH:3]=1.S(Cl)(Cl)=O. Given the product [Cl:13][CH2:12][S:9]([NH:8][C:7]1[CH:6]=[C:5]([N:14]2[C:23](=[O:24])[C@H:18]3[CH2:19][C@H:20]([F:22])[CH2:21][N:17]3[C:15]2=[O:16])[C:4]([F:26])=[CH:3][C:2]=1[Cl:1])(=[O:10])=[O:11], predict the reactants needed to synthesize it. (4) Given the product [Cl:1][C:2]1[CH:7]=[C:6]([Cl:8])[CH:5]=[CH:4][C:3]=1[C:9]1[C:27](=[O:28])[N:26]([CH3:29])[C:12]2[N:13]([C:31]#[N:30])[C:14]3[C:19]([C:11]=2[CH:10]=1)=[CH:18][C:17]([C:20]1[CH:24]=[CH:23][N:22]([CH3:25])[N:21]=1)=[CH:16][CH:15]=3, predict the reactants needed to synthesize it. The reactants are: [Cl:1][C:2]1[CH:7]=[C:6]([Cl:8])[CH:5]=[CH:4][C:3]=1[C:9]1[C:27](=[O:28])[N:26]([CH3:29])[C:12]2[NH:13][C:14]3[C:19]([C:11]=2[CH:10]=1)=[CH:18][C:17]([C:20]1[CH:24]=[CH:23][N:22]([CH3:25])[N:21]=1)=[CH:16][CH:15]=3.[N:30]#[C:31]Br.C(N(CC)CC)C.O. (5) Given the product [F:1][C:2]1[C:3]([O:11][CH3:14])=[C:4]([C:7]([F:10])=[CH:8][CH:9]=1)[CH:5]=[O:6], predict the reactants needed to synthesize it. The reactants are: [F:1][C:2]1[C:3]([OH:11])=[C:4]([C:7]([F:10])=[CH:8][CH:9]=1)[CH:5]=[O:6].IC.[C:14]([O-])([O-])=O.[K+].[K+].CCOCC. (6) Given the product [CH2:17]([N:7]1[C:8]2[CH:9]=[CH:10][C:11]([CH3:14])=[CH:12][C:13]=2[C:5]2[CH2:4][N:3]([CH2:1][CH3:2])[CH2:16][CH2:15][C:6]1=2)[C:18]1[CH:23]=[CH:22][CH:21]=[CH:20][CH:19]=1, predict the reactants needed to synthesize it. The reactants are: [CH2:1]([N:3]1[CH2:16][CH2:15][C:6]2[NH:7][C:8]3[CH:9]=[CH:10][C:11]([CH3:14])=[CH:12][C:13]=3[C:5]=2[CH2:4]1)[CH3:2].[CH2:17](Cl)[C:18]1[CH:23]=[CH:22][CH:21]=[CH:20][CH:19]=1.FC(F)(F)C([O-])=O. (7) The reactants are: [CH3:1][N:2]([CH3:23])[C:3]1[CH:22]=[CH:21][C:6]([C:7]([N:9]2[C:18]3[C:13](=[CH:14][CH:15]=[CH:16][CH:17]=3)[C@H:12]([NH2:19])[CH2:11][C@@H:10]2[CH3:20])=[O:8])=[CH:5][CH:4]=1.[Cl:24][C:25]1[CH:30]=[CH:29][C:28](B(O)O)=[CH:27][CH:26]=1.N1C=CC=CC=1.C(OCC)(=O)C. Given the product [CH3:23][N:2]([CH3:1])[C:3]1[CH:4]=[CH:5][C:6]([C:7]([N:9]2[C:18]3[C:13](=[CH:14][CH:15]=[CH:16][CH:17]=3)[C@H:12]([NH:19][C:28]3[CH:29]=[CH:30][C:25]([Cl:24])=[CH:26][CH:27]=3)[CH2:11][C@@H:10]2[CH3:20])=[O:8])=[CH:21][CH:22]=1, predict the reactants needed to synthesize it.